Dataset: Forward reaction prediction with 1.9M reactions from USPTO patents (1976-2016). Task: Predict the product of the given reaction. Given the reactants [NH2:1][C:2]1[C:3]([C:7]2[N:11]([C:12]3[CH:17]=[CH:16][C:15]([F:18])=[C:14]([Br:19])[CH:13]=3)[C:10](=[O:20])[O:9][N:8]=2)=[N:4][O:5][N:6]=1.[F:21][C:22]([F:35])([F:34])[C:23]([N:25]1[CH2:30][CH2:29][CH:28]([C:31](Cl)=[O:32])[CH2:27][CH2:26]1)=[O:24], predict the reaction product. The product is: [Br:19][C:14]1[CH:13]=[C:12]([N:11]2[C:10](=[O:20])[O:9][N:8]=[C:7]2[C:3]2[C:2]([NH:1][C:31]([CH:28]3[CH2:27][CH2:26][N:25]([C:23](=[O:24])[C:22]([F:35])([F:21])[F:34])[CH2:30][CH2:29]3)=[O:32])=[N:6][O:5][N:4]=2)[CH:17]=[CH:16][C:15]=1[F:18].